This data is from Forward reaction prediction with 1.9M reactions from USPTO patents (1976-2016). The task is: Predict the product of the given reaction. (1) Given the reactants Br[C:2]1[CH:3]=[CH:4][C:5]([O:8][CH3:9])=[N:6][CH:7]=1.[Cl:10][C:11]1[C:20]([C:21]2[CH:26]=[CH:25][CH:24]=[CH:23][CH:22]=2)=[C:19]([Cl:27])[C:18]2[C:13](=[CH:14][CH:15]=[C:16]([C:28]([C:30]3[O:34][N:33]=[C:32]([CH3:35])[CH:31]=3)=[O:29])[CH:17]=2)[N:12]=1.[Li]CCCC, predict the reaction product. The product is: [Cl:10][C:11]1[C:20]([C:21]2[CH:26]=[CH:25][CH:24]=[CH:23][CH:22]=2)=[C:19]([Cl:27])[C:18]2[C:13](=[CH:14][CH:15]=[C:16]([C:28]([C:2]3[CH:7]=[N:6][C:5]([O:8][CH3:9])=[CH:4][CH:3]=3)([C:30]3[O:34][N:33]=[C:32]([CH3:35])[CH:31]=3)[OH:29])[CH:17]=2)[N:12]=1. (2) The product is: [C:1]1([C@H:7]([O:9][C:10](=[O:24])[NH:11][C:12]2[N:13]([CH3:23])[N:14]=[CH:15][C:16]=2[C:17]2[CH:18]=[CH:19][C:20]([O:26][CH3:25])=[CH:21][CH:22]=2)[CH3:8])[CH:2]=[CH:3][CH:4]=[CH:5][CH:6]=1. Given the reactants [C:1]1([C@H:7]([O:9][C:10](=[O:24])[NH:11][C:12]2[N:13]([CH3:23])[N:14]=[CH:15][C:16]=2[C:17]2[CH:22]=[CH:21][CH:20]=[CH:19][CH:18]=2)[CH3:8])[CH:6]=[CH:5][CH:4]=[CH:3][CH:2]=1.[CH3:25][O:26]C1C=CC(B(O)O)=CC=1.COC(C1N(C)N=CC=1Br)=O, predict the reaction product. (3) Given the reactants [NH:1]1[CH:5]=[N:4][C:3]([C:6]2[C:7]([NH2:12])=[N:8][CH:9]=[CH:10][CH:11]=2)=[N:2]1.[CH2:13]([O:20][C:21]1[CH:28]=[CH:27][C:24]([CH2:25]Cl)=[CH:23][CH:22]=1)[C:14]1[CH:19]=[CH:18][CH:17]=[CH:16][CH:15]=1.C(=O)([O-])[O-].[K+].[K+].CN(C=O)C, predict the reaction product. The product is: [CH2:13]([O:20][C:21]1[CH:22]=[CH:23][C:24]([CH2:25][N:1]2[CH:5]=[N:4][C:3]([C:6]3[C:7]([NH2:12])=[N:8][CH:9]=[CH:10][CH:11]=3)=[N:2]2)=[CH:27][CH:28]=1)[C:14]1[CH:15]=[CH:16][CH:17]=[CH:18][CH:19]=1. (4) Given the reactants [NH2:1][C:2]1[C:3]([C:7]2[NH:23][C:10]3=[CH:11][C:12]4[C:13]([CH3:22])([CH3:21])[C:14](=[O:20])[N:15]([CH2:18][CH3:19])[C:16]=4[CH:17]=[C:9]3[N:8]=2)=[N:4][NH:5][CH:6]=1.[C:24]([CH2:28][C:29](Cl)=[O:30])([CH3:27])([CH3:26])[CH3:25], predict the reaction product. The product is: [CH2:18]([N:15]1[C:16]2[CH:17]=[C:9]3[N:8]=[C:7]([C:3]4[C:2]([NH:1][C:29](=[O:30])[CH2:28][C:24]([CH3:27])([CH3:26])[CH3:25])=[CH:6][NH:5][N:4]=4)[NH:23][C:10]3=[CH:11][C:12]=2[C:13]([CH3:22])([CH3:21])[C:14]1=[O:20])[CH3:19]. (5) Given the reactants [C:1]([N:9]1[C:17]2[CH:16]=[CH:15][CH:14]=[C:13]3[CH2:18][CH2:19][N:20]([C:22]([O:24][C:25]([CH3:28])([CH3:27])[CH3:26])=[O:23])[CH2:21][CH:11]([C:12]=23)[CH2:10]1)(=[O:8])[C:2]1[CH:7]=[CH:6][CH:5]=[CH:4][CH:3]=1.[Cl:29]N1C(=O)CCC1=O.C(=O)(O)[O-].[Na+], predict the reaction product. The product is: [C:1]([N:9]1[C:17]2[C:16]([Cl:29])=[CH:15][CH:14]=[C:13]3[CH2:18][CH2:19][N:20]([C:22]([O:24][C:25]([CH3:28])([CH3:27])[CH3:26])=[O:23])[CH2:21][CH:11]([C:12]=23)[CH2:10]1)(=[O:8])[C:2]1[CH:7]=[CH:6][CH:5]=[CH:4][CH:3]=1. (6) The product is: [C:1]([C:4]1[C:22](=[O:23])[C@@:8]2([CH3:24])[C:9]3[C:15]([OH:16])=[CH:14][C:13]([O:17][CH3:18])=[C:12]([C:19]([NH:21][CH2:39][C:31]4[C:32]5[C:37](=[CH:36][CH:35]=[CH:34][CH:33]=5)[CH:38]=[C:29]([CH2:28][O:27][CH3:26])[CH:30]=4)=[O:20])[C:10]=3[O:11][C:7]2=[CH:6][C:5]=1[OH:25])(=[O:3])[CH3:2]. Given the reactants [C:1]([C:4]1[C:22](=[O:23])[C@@:8]2([CH3:24])[C:9]3[C:15]([OH:16])=[CH:14][C:13]([O:17][CH3:18])=[C:12]([C:19]([NH2:21])=[O:20])[C:10]=3[O:11][C:7]2=[CH:6][C:5]=1[OH:25])(=[O:3])[CH3:2].[CH3:26][O:27][CH2:28][C:29]1[CH:30]=[C:31]([CH:39]=O)[C:32]2[C:37]([CH:38]=1)=[CH:36][CH:35]=[CH:34][CH:33]=2.C([SiH](CC)CC)C.FC(F)(F)C(O)=O, predict the reaction product. (7) The product is: [Br:11][C:10]1[C:5]([C:3]2[N:4]=[C:18]([C:17]3[CH:20]=[CH:21][CH:22]=[C:15]([O:14][CH2:12][CH3:13])[C:16]=3[OH:23])[NH:1][N:2]=2)=[N:6][CH:7]=[CH:8][CH:9]=1. Given the reactants [NH2:1][NH:2][C:3]([C:5]1[C:10]([Br:11])=[CH:9][CH:8]=[CH:7][N:6]=1)=[NH:4].[CH2:12]([O:14][C:15]1[C:16]([OH:23])=[C:17]([CH:20]=[CH:21][CH:22]=1)[CH:18]=O)[CH3:13], predict the reaction product.